From a dataset of Reaction yield outcomes from USPTO patents with 853,638 reactions. Predict the reaction yield, written as a fraction of the theoretical maximum amount of product (1.0 means a 100% yield; for example, 0.34 means a 34% yield). The reactants are [NH:1]([C:3]1[C:4]([N:17]2[CH2:22][CH2:21][N:20]([CH3:23])[CH2:19][CH2:18]2)=[N:5][C:6]2[C:11]([N:12]=1)=[CH:10][C:9]([C:13]([F:16])([F:15])[F:14])=[CH:8][CH:7]=2)[NH2:2].[CH:24](OCC)(OCC)OCC. No catalyst specified. The product is [CH3:23][N:20]1[CH2:19][CH2:18][N:17]([C:4]2[C:3]3[N:12]([CH:24]=[N:2][N:1]=3)[C:11]3[C:6]([N:5]=2)=[CH:7][CH:8]=[C:9]([C:13]([F:15])([F:14])[F:16])[CH:10]=3)[CH2:22][CH2:21]1. The yield is 0.540.